From a dataset of Forward reaction prediction with 1.9M reactions from USPTO patents (1976-2016). Predict the product of the given reaction. Given the reactants [CH3:1][O:2][C:3]1[CH:8]=[CH:7][C:6]([C:9]2[C:14]([CH3:15])=[N:13][NH:12][C:11](=[O:16])[CH:10]=2)=[CH:5][CH:4]=1.Br[C:18]1[CH:23]=[CH:22][CH:21]=[CH:20][N:19]=1, predict the reaction product. The product is: [CH3:1][O:2][C:3]1[CH:8]=[CH:7][C:6]([C:9]2[C:14]([CH3:15])=[N:13][N:12]([C:18]3[CH:23]=[CH:22][CH:21]=[CH:20][N:19]=3)[C:11](=[O:16])[CH:10]=2)=[CH:5][CH:4]=1.